Task: Predict which catalyst facilitates the given reaction.. Dataset: Catalyst prediction with 721,799 reactions and 888 catalyst types from USPTO (1) Reactant: O=P12OP3(OP(OP(O3)(O1)=O)(=O)O2)=O.[CH3:15][O:16][C:17]1[CH:18]=[C:19]([CH:26]=[CH:27][CH:28]=1)[O:20][CH2:21][C:22]([CH3:25])(O)[CH3:23]. Product: [CH3:15][O:16][C:17]1[CH:28]=[CH:27][C:26]2[C:22]([CH3:25])([CH3:23])[CH2:21][O:20][C:19]=2[CH:18]=1. The catalyst class is: 501. (2) Reactant: [NH2:1][C@@H:2]1[CH2:11][C@@H:10]2[C@:5]([CH3:14])([CH2:6][CH2:7][CH2:8][C:9]2([CH3:13])[CH3:12])[C@@H:4]([C:15]([C:17]2[CH:18]=[C:19]([OH:24])[CH:20]=[C:21]([OH:23])[CH:22]=2)=[O:16])[C@@H:3]1[CH3:25].F[B-](F)(F)F.N1(OC(N(C)C)=[N+](C)C)C2C=CC=CC=2N=N1.[N:48]1[CH:53]=[CH:52][N:51]=[CH:50][C:49]=1[C:54](O)=[O:55].C(N(CC)C(C)C)(C)C. Product: [OH:24][C:19]1[CH:18]=[C:17]([C:15]([C@@H:4]2[C@:5]3([CH3:14])[C@H:10]([C:9]([CH3:13])([CH3:12])[CH2:8][CH2:7][CH2:6]3)[CH2:11][C@@H:2]([NH:1][C:54]([C:49]3[CH:50]=[N:51][CH:52]=[CH:53][N:48]=3)=[O:55])[C@H:3]2[CH3:25])=[O:16])[CH:22]=[C:21]([OH:23])[CH:20]=1. The catalyst class is: 329. (3) Reactant: [N+:1]([C:4]1[CH:5]=[N:6][C:7]2[C:12]([C:13]=1[OH:14])=[CH:11][CH:10]=[CH:9][CH:8]=2)([O-])=O. Product: [NH2:1][C:4]1[CH:5]=[N:6][C:7]2[C:12]([C:13]=1[OH:14])=[CH:11][CH:10]=[CH:9][CH:8]=2. The catalyst class is: 19.